The task is: Regression. Given two drug SMILES strings and cell line genomic features, predict the synergy score measuring deviation from expected non-interaction effect.. This data is from NCI-60 drug combinations with 297,098 pairs across 59 cell lines. (1) Drug 1: CC1OCC2C(O1)C(C(C(O2)OC3C4COC(=O)C4C(C5=CC6=C(C=C35)OCO6)C7=CC(=C(C(=C7)OC)O)OC)O)O. Drug 2: C1=CC=C(C(=C1)C(C2=CC=C(C=C2)Cl)C(Cl)Cl)Cl. Cell line: HCC-2998. Synergy scores: CSS=17.1, Synergy_ZIP=-2.78, Synergy_Bliss=3.93, Synergy_Loewe=-7.32, Synergy_HSA=4.08. (2) Drug 1: CC1=C(C(=CC=C1)Cl)NC(=O)C2=CN=C(S2)NC3=CC(=NC(=N3)C)N4CCN(CC4)CCO. Drug 2: N.N.Cl[Pt+2]Cl. Cell line: BT-549. Synergy scores: CSS=23.4, Synergy_ZIP=-7.93, Synergy_Bliss=-1.20, Synergy_Loewe=-5.65, Synergy_HSA=-4.08. (3) Drug 1: CCC1=C2CN3C(=CC4=C(C3=O)COC(=O)C4(CC)O)C2=NC5=C1C=C(C=C5)O. Drug 2: C1=CC=C(C=C1)NC(=O)CCCCCCC(=O)NO. Cell line: A498. Synergy scores: CSS=32.4, Synergy_ZIP=-8.72, Synergy_Bliss=-2.93, Synergy_Loewe=-0.728, Synergy_HSA=0.293. (4) Drug 1: C1=NC2=C(N1)C(=S)N=CN2. Drug 2: C(CN)CNCCSP(=O)(O)O. Cell line: SN12C. Synergy scores: CSS=29.9, Synergy_ZIP=-8.55, Synergy_Bliss=-1.85, Synergy_Loewe=-63.3, Synergy_HSA=-1.29. (5) Drug 1: COC1=C2C(=CC3=C1OC=C3)C=CC(=O)O2. Drug 2: CC(C)CN1C=NC2=C1C3=CC=CC=C3N=C2N. Cell line: U251. Synergy scores: CSS=-22.1, Synergy_ZIP=14.5, Synergy_Bliss=3.76, Synergy_Loewe=-4.12, Synergy_HSA=-17.4. (6) Drug 1: C1C(C(OC1N2C=NC3=C(N=C(N=C32)Cl)N)CO)O. Drug 2: C1=NC(=NC(=O)N1C2C(C(C(O2)CO)O)O)N. Cell line: A498. Synergy scores: CSS=3.90, Synergy_ZIP=-9.54, Synergy_Bliss=-7.85, Synergy_Loewe=-12.1, Synergy_HSA=-7.71.